From a dataset of Full USPTO retrosynthesis dataset with 1.9M reactions from patents (1976-2016). Predict the reactants needed to synthesize the given product. (1) Given the product [C:1]([O:5][C:6](=[O:7])[NH:8][C@H:9]1[C@H:18]([O:42][CH3:41])[CH2:17][C:16]2[C:11](=[CH:12][C:13]([OH:19])=[CH:14][CH:15]=2)[C:10]1([CH2:20][CH3:21])[CH2:22][CH3:23])([CH3:4])([CH3:3])[CH3:2], predict the reactants needed to synthesize it. The reactants are: [C:1]([O:5][C:6]([N:8]1[CH:18]2[CH:9]1[C:10]([CH2:22][CH3:23])([CH2:20][CH3:21])[C:11]1[C:16]([CH2:17]2)=[CH:15][CH:14]=[C:13]([OH:19])[CH:12]=1)=[O:7])([CH3:4])([CH3:3])[CH3:2].C1(C)C=CC(S([O-])(=O)=O)=CC=1.[NH+]1C=CC=CC=1.[CH3:41][OH:42]. (2) Given the product [CH:6]1([C:11]([C:13]2[CH:18]=[C:17]([CH3:19])[CH:16]=[CH:15][C:14]=2[NH:20][C:21](=[O:22])[NH:23][C:24]2[S:25][C:26]([CH:29]=[N:32][O:33][CH2:34][C:1]([OH:4])=[O:2])=[CH:27][N:28]=2)=[O:12])[CH2:10][CH2:9][CH2:8][CH2:7]1, predict the reactants needed to synthesize it. The reactants are: [C:1]([O-:4])(O)=[O:2].[Na+].[CH:6]1([C:11]([C:13]2[CH:18]=[C:17]([CH3:19])[CH:16]=[CH:15][C:14]=2[NH:20][C:21]([NH:23][C:24]2[S:25][C:26]([CH:29]=O)=[CH:27][N:28]=2)=[O:22])=[O:12])[CH2:10][CH2:9][CH2:8][CH2:7]1.Cl.[NH2:32][OH:33].[C:34](O)(=O)CC(CC(O)=O)(C(O)=O)O. (3) The reactants are: [F:1][C:2]1[C:7]([O:8][C:9]2[CH:14]=[CH:13][CH:12]=[CH:11][CH:10]=2)=[C:6]([F:15])[CH:5]=[CH:4][C:3]=1[CH:16]([NH:21]S(C(C)(C)C)=O)[CH2:17][N+:18]([O-:20])=[O:19].Cl.[C:29](O[C:29]([O:31][C:32]([CH3:35])([CH3:34])[CH3:33])=[O:30])([O:31][C:32]([CH3:35])([CH3:34])[CH3:33])=[O:30].C(=O)([O-])O.[Na+]. Given the product [C:32]([O:31][C:29](=[O:30])[NH:21][CH:16]([C:3]1[CH:4]=[CH:5][C:6]([F:15])=[C:7]([O:8][C:9]2[CH:10]=[CH:11][CH:12]=[CH:13][CH:14]=2)[C:2]=1[F:1])[CH2:17][N+:18]([O-:20])=[O:19])([CH3:35])([CH3:34])[CH3:33], predict the reactants needed to synthesize it. (4) The reactants are: Cl[C:2]1[C:7]([C:8]([O:10][CH2:11][CH3:12])=[O:9])=[CH:6][N:5]=[C:4]([NH:13][C:14]([NH:16][CH2:17][CH3:18])=[O:15])[CH:3]=1.[NH2:19][C:20]1[CH:21]=[N:22][CH:23]=[CH:24][CH:25]=1.C([O-])([O-])=O.[Cs+].[Cs+]. Given the product [CH2:17]([NH:16][C:14](=[O:15])[NH:13][C:4]1[CH:3]=[C:2]([NH:19][C:20]2[CH:21]=[N:22][CH:23]=[CH:24][CH:25]=2)[C:7]([C:8]([O:10][CH2:11][CH3:12])=[O:9])=[CH:6][N:5]=1)[CH3:18], predict the reactants needed to synthesize it. (5) The reactants are: [CH3:1][O:2][C:3]1[CH:8]=[C:7]([N+:9]([O-:11])=[O:10])[CH:6]=[CH:5][C:4]=1[SH:12].Cl[C:14]1[S:15][C:16]2[CH:22]=[CH:21][C:20]([Cl:23])=[CH:19][C:17]=2[N:18]=1. Given the product [Cl:23][C:20]1[CH:21]=[CH:22][C:16]2[S:15][C:14]([S:12][C:4]3[CH:5]=[CH:6][C:7]([N+:9]([O-:11])=[O:10])=[CH:8][C:3]=3[O:2][CH3:1])=[N:18][C:17]=2[CH:19]=1, predict the reactants needed to synthesize it. (6) The reactants are: [CH2:1]([CH:3]1[C:8]2[NH:9][C:10]3[C:15]([C:7]=2[CH2:6][CH2:5][N:4]1[CH3:17])=[CH:14][C:13]([CH3:16])=[CH:12][CH:11]=3)[CH3:2].N1CCC[C@H]1C(O)=O.[O-]P([O-])([O-])=O.[K+].[K+].[K+].Br[CH:35]=[C:36]([C:38]1[CH:43]=[CH:42][C:41]([Cl:44])=[C:40]([Cl:45])[CH:39]=1)[CH3:37]. Given the product [Cl:45][C:40]1[CH:39]=[C:38]([C:36]([CH3:37])=[CH:35][N:9]2[C:10]3[C:15](=[CH:14][C:13]([CH3:16])=[CH:12][CH:11]=3)[C:7]3[CH2:6][CH2:5][N:4]([CH3:17])[CH:3]([CH2:1][CH3:2])[C:8]2=3)[CH:43]=[CH:42][C:41]=1[Cl:44], predict the reactants needed to synthesize it.